This data is from Full USPTO retrosynthesis dataset with 1.9M reactions from patents (1976-2016). The task is: Predict the reactants needed to synthesize the given product. (1) Given the product [CH2:9]([C:5]1[CH:4]=[C:3]([CH2:2][NH2:11])[N:7]([CH3:8])[N:6]=1)[CH3:10], predict the reactants needed to synthesize it. The reactants are: Br[CH2:2][C:3]1[N:7]([CH3:8])[N:6]=[C:5]([CH2:9][CH3:10])[CH:4]=1.[NH3:11].O. (2) Given the product [N+:15]([C:14]1[N:10]=[C:11]([S:18][C:19]2[CH:20]=[CH:21][C:22]([N+:25]([O-:27])=[O:26])=[CH:23][CH:24]=2)[NH:12][CH:13]=1)([O-:17])=[O:16], predict the reactants needed to synthesize it. The reactants are: O1CCCC1.C(CC[N:10]1[C:14]([N+:15]([O-:17])=[O:16])=[CH:13][N:12]=[C:11]1[S:18][C:19]1[CH:24]=[CH:23][C:22]([N+:25]([O-:27])=[O:26])=[CH:21][CH:20]=1)#N.Cl.O.